This data is from Reaction yield outcomes from USPTO patents with 853,638 reactions. The task is: Predict the reaction yield, written as a fraction of the theoretical maximum amount of product (1.0 means a 100% yield; for example, 0.34 means a 34% yield). (1) The reactants are [Br:1][C:2]1[CH:3]=[CH:4][C:5]([F:10])=[C:6]([CH:9]=1)[C:7]#[N:8].[NH4+]=[S:12].C(N(CC)CC)C. The catalyst is N1C=CC=CC=1. The product is [Br:1][C:2]1[CH:3]=[CH:4][C:5]([F:10])=[C:6]([C:7](=[S:12])[NH2:8])[CH:9]=1. The yield is 0.940. (2) The reactants are Br[C:2]1[CH:3]=[C:4]([CH:9]=[CH:10][N:11]=1)[C:5]([O:7][CH3:8])=[O:6].[F:12][C:13]([F:24])([F:23])[C:14]1[CH:15]=[C:16](B(O)O)[CH:17]=[CH:18][CH:19]=1.C(=O)([O-])[O-].[K+].[K+].O. The catalyst is CO.C(Cl)Cl.Cl[Pd]Cl. The product is [F:12][C:13]([F:24])([F:23])[C:14]1[CH:19]=[C:18]([C:2]2[CH:3]=[C:4]([CH:9]=[CH:10][N:11]=2)[C:5]([O:7][CH3:8])=[O:6])[CH:17]=[CH:16][CH:15]=1. The yield is 0.730. (3) The reactants are [NH2:1][C:2]1[CH:3]=[C:4]([C:8]2[N:13]3[N:14]=[CH:15][C:16]([C:17]([C:19]4[S:20][CH:21]=[CH:22][CH:23]=4)=[O:18])=[C:12]3[N:11]=[CH:10][CH:9]=2)[CH:5]=[CH:6][CH:7]=1.Cl.[NH:25]1[CH:29]=[C:28]([C:30](Cl)=[O:31])[N:27]=[CH:26]1.C([O-])(=O)C.[Na+]. The catalyst is C(O)(=O)C. The product is [S:20]1[CH:21]=[CH:22][CH:23]=[C:19]1[C:17]([C:16]1[CH:15]=[N:14][N:13]2[C:8]([C:4]3[CH:3]=[C:2]([NH:1][C:30]([C:28]4[NH:27][CH:26]=[N:25][CH:29]=4)=[O:31])[CH:7]=[CH:6][CH:5]=3)=[CH:9][CH:10]=[N:11][C:12]=12)=[O:18]. The yield is 0.490. (4) The reactants are [S:1]1[CH:5]=[CH:4][N:3]=[CH:2]1.[Li]CCCC.Br[C:12]1[CH:17]=[CH:16][C:15]([O:18][CH3:19])=[CH:14][CH:13]=1. The catalyst is C1COCC1.[Cl-].[Cl-].[Zn+2].[Pd].C1(P(C2C=CC=CC=2)C2C=CC=CC=2)C=CC=CC=1.C1(P(C2C=CC=CC=2)C2C=CC=CC=2)C=CC=CC=1.C1(P(C2C=CC=CC=2)C2C=CC=CC=2)C=CC=CC=1.C1(P(C2C=CC=CC=2)C2C=CC=CC=2)C=CC=CC=1. The product is [CH3:19][O:18][C:15]1[CH:16]=[CH:17][C:12]([C:2]2[S:1][CH:5]=[CH:4][N:3]=2)=[CH:13][CH:14]=1. The yield is 0.670. (5) The reactants are Cl[C:2]1[N:10]=[C:9]2[C:5]([NH:6][CH:7]=[N:8]2)=[C:4]([CH:11]2[CH2:16][NH:15][CH2:14][CH2:13][N:12]2[C:17]([O:19][CH2:20][CH2:21][Si:22]([CH3:25])([CH3:24])[CH3:23])=[O:18])[N:3]=1.[NH:26]1[CH2:31][CH2:30][NH:29][CH2:28][CH2:27]1.[NH4+].[OH-].CO. The catalyst is CCO.CCOC(C)=O. The product is [N:26]1([C:2]2[N:10]=[C:9]3[C:5]([NH:6][CH:7]=[N:8]3)=[C:4]([CH:11]3[CH2:16][NH:15][CH2:14][CH2:13][N:12]3[C:17]([O:19][CH2:20][CH2:21][Si:22]([CH3:25])([CH3:24])[CH3:23])=[O:18])[N:3]=2)[CH2:31][CH2:30][NH:29][CH2:28][CH2:27]1. The yield is 0.960. (6) The reactants are C(OC([N:8]1[CH2:13][CH2:12][C:11]2[NH:14][N:15]=[C:16]([CH:17]3[CH2:21][CH2:20][O:19][CH2:18]3)[C:10]=2[CH2:9]1)=O)(C)(C)C.Cl.O1CCOCC1. The catalyst is O1CCOCC1. The product is [O:19]1[CH2:20][CH2:21][CH:17]([C:16]2[C:10]3[CH2:9][NH:8][CH2:13][CH2:12][C:11]=3[NH:14][N:15]=2)[CH2:18]1. The yield is 0.958. (7) The reactants are [Br:1][C:2]1[CH:3]=[N:4][N:5]2[CH:10]=[CH:9][C:8]([N:11]3[C@@H:15]([CH:16]([CH3:18])[CH3:17])[CH2:14][NH:13][C:12]3=[O:19])=[N:7][C:6]=12.CS(O[CH2:25][C@H:26]1[CH2:30][CH2:29][CH2:28][N:27]1[C:31]([O:33][C:34]([CH3:37])([CH3:36])[CH3:35])=[O:32])(=O)=O. No catalyst specified. The product is [Br:1][C:2]1[CH:3]=[N:4][N:5]2[CH:10]=[CH:9][C:8]([N:11]3[C@@H:15]([CH:16]([CH3:17])[CH3:18])[CH2:14][N:13]([CH2:25][C@H:26]4[CH2:30][CH2:29][CH2:28][N:27]4[C:31]([O:33][C:34]([CH3:35])([CH3:37])[CH3:36])=[O:32])[C:12]3=[O:19])=[N:7][C:6]=12. The yield is 0.500.